Dataset: Reaction yield outcomes from USPTO patents with 853,638 reactions. Task: Predict the reaction yield, written as a fraction of the theoretical maximum amount of product (1.0 means a 100% yield; for example, 0.34 means a 34% yield). (1) The reactants are Cl[C:2]1[CH:3]=[C:4]([CH:8]=[CH:9][N:10]=1)[C:5]([OH:7])=[O:6].[F:11][C:12]([F:21])([F:20])[C:13]1[CH:14]=[CH:15][C:16]([NH2:19])=[N:17][CH:18]=1.C([O-])([O-])=O.[K+].[K+]. The product is [F:21][C:12]([F:11])([F:20])[C:13]1[CH:14]=[CH:15][C:16]([NH:19][C:2]2[CH:3]=[C:4]([CH:8]=[CH:9][N:10]=2)[C:5]([OH:7])=[O:6])=[N:17][CH:18]=1. The catalyst is CC(C1C=C(C(C)C)C(C2C(P(C3CCCCC3)C3CCCCC3)=C(OC)C=CC=2OC)=C(C(C)C)C=1)C.C1C=[C-]C(CCN)=CC=1.Cl[Pd+].CC(C1C=C(C(C)C)C(C2C(P(C3CCCCC3)C3CCCCC3)=C(OC)C=CC=2OC)=C(C(C)C)C=1)C. The yield is 0.380. (2) The reactants are [C:1]([O:4][C:5]1[CH:15]=[CH:14][CH:13]=[CH:12][C:6]=1[C:7]([O:9][CH2:10]Cl)=[O:8])(=[O:3])[CH3:2].[N+:16]([O:19][CH:20]([CH2:32][O:33][N+:34]([O-:36])=[O:35])[CH2:21][O:22][C:23]1[CH:31]=[CH:30][C:26]([C:27]([OH:29])=[O:28])=[CH:25][CH:24]=1)([O-:18])=[O:17].CCN(CC)CC. The catalyst is CN(C=O)C.O. The product is [C:1]([O:4][C:5]1[CH:15]=[CH:14][CH:13]=[CH:12][C:6]=1[C:7]([O:9][CH2:10][O:29][C:27](=[O:28])[C:26]1[CH:25]=[CH:24][C:23]([O:22][CH2:21][CH:20]([O:19][N+:16]([O-:18])=[O:17])[CH2:32][O:33][N+:34]([O-:36])=[O:35])=[CH:31][CH:30]=1)=[O:8])(=[O:3])[CH3:2]. The yield is 0.330. (3) The reactants are [Cl:1][C:2]1[CH:10]=[CH:9][CH:8]=[C:7]2[C:3]=1[CH:4]=[CH:5][N:6]2[CH:11]1[CH2:14][O:13][CH2:12]1.[F:15][C:16]([F:27])([F:26])[C:17](O[C:17](=[O:18])[C:16]([F:27])([F:26])[F:15])=[O:18].O. The catalyst is CN(C=O)C. The product is [Cl:1][C:2]1[CH:10]=[CH:9][CH:8]=[C:7]2[C:3]=1[C:4]([C:17](=[O:18])[C:16]([F:27])([F:26])[F:15])=[CH:5][N:6]2[CH:11]1[CH2:14][O:13][CH2:12]1. The yield is 0.870. (4) The reactants are Cl[CH2:2][CH2:3][CH2:4][O:5][C:6]1[CH:11]=[CH:10][C:9](/[CH:12]=[CH:13]/[C:14]2[O:15][C:16]3[CH:22]=[CH:21][CH:20]=[CH:19][C:17]=3[N:18]=2)=[CH:8][CH:7]=1.[NH:23]1[CH2:28][CH2:27][CH2:26][CH2:25][CH2:24]1.Cl. No catalyst specified. The product is [N:23]1([CH2:2][CH2:3][CH2:4][O:5][C:6]2[CH:11]=[CH:10][C:9](/[CH:12]=[CH:13]/[C:14]3[O:15][C:16]4[CH:22]=[CH:21][CH:20]=[CH:19][C:17]=4[N:18]=3)=[CH:8][CH:7]=2)[CH2:28][CH2:27][CH2:26][CH2:25][CH2:24]1. The yield is 0.410. (5) The reactants are C1(C[O:8][CH2:9][CH2:10][O:11][CH2:12][CH2:13][O:14][CH2:15][CH2:16][O:17][CH2:18][C:19]([O:21][C:22]([CH3:25])([CH3:24])[CH3:23])=[O:20])C=CC=CC=1. The catalyst is [Pd].C(O)C. The product is [OH:8][CH2:9][CH2:10][O:11][CH2:12][CH2:13][O:14][CH2:15][CH2:16][O:17][CH2:18][C:19]([O:21][C:22]([CH3:25])([CH3:24])[CH3:23])=[O:20]. The yield is 0.980. (6) The reactants are N(OCCC(C)C)=O.N[C:10]1[S:11][C:12]2[C:17]([NH:18][C@H:19]([CH3:22])[CH2:20][OH:21])=[N:16][C:15]([S:23][CH2:24][C:25]3[CH:30]=[CH:29][CH:28]=[CH:27][C:26]=3[F:31])=[N:14][C:13]=2[N:32]=1.C(#N)C.C(Br)(Br)[Br:37]. No catalyst specified. The product is [Br:37][C:10]1[S:11][C:12]2[C:17]([NH:18][C@H:19]([CH3:22])[CH2:20][OH:21])=[N:16][C:15]([S:23][CH2:24][C:25]3[CH:30]=[CH:29][CH:28]=[CH:27][C:26]=3[F:31])=[N:14][C:13]=2[N:32]=1. The yield is 0.380. (7) The reactants are [Cl:1][C:2]1[CH:6]=[C:5]([C:7]([O:9]C)=[O:8])[N:4]([C:11]2[CH:12]=[N:13][CH:14]=[CH:15][CH:16]=2)[N:3]=1.O.[OH-].[Li+]. The catalyst is O1CCOCC1.O. The product is [ClH:1].[Cl:1][C:2]1[CH:6]=[C:5]([C:7]([OH:9])=[O:8])[N:4]([C:11]2[CH:12]=[N:13][CH:14]=[CH:15][CH:16]=2)[N:3]=1. The yield is 0.910. (8) The reactants are [CH:1]1([CH2:6][CH2:7][CH2:8][CH:9]=[O:10])[CH2:5][CH2:4][CH2:3][CH2:2]1.[BH4-].[Na+]. The catalyst is C(O)C. The product is [CH:1]1([CH2:6][CH2:7][CH2:8][CH2:9][OH:10])[CH2:5][CH2:4][CH2:3][CH2:2]1. The yield is 0.630. (9) The reactants are [OH:1][CH2:2][C:3]1[CH2:8][CH2:7][CH2:6][CH2:5][C:4]=1[C:9]1[CH:14]=[CH:13][C:12]([NH:15][C:16](=[O:25])[C:17]2[C:22]([F:23])=[CH:21][CH:20]=[CH:19][C:18]=2[F:24])=[CH:11][CH:10]=1.CC(OI1(OC(C)=O)(OC(C)=O)OC(=O)C2C=CC=CC1=2)=O. The catalyst is C(Cl)Cl. The product is [CH:2]([C:3]1[CH2:8][CH2:7][CH2:6][CH2:5][C:4]=1[C:9]1[CH:14]=[CH:13][C:12]([NH:15][C:16](=[O:25])[C:17]2[C:18]([F:24])=[CH:19][CH:20]=[CH:21][C:22]=2[F:23])=[CH:11][CH:10]=1)=[O:1]. The yield is 0.780. (10) The yield is 0.112. The reactants are Cl[C:2]1[C:3]([NH2:9])=[N:4][CH:5]=[N:6][C:7]=1Cl.[F:10][C:11]([F:29])([F:28])[C:12]1[CH:13]=[C:14]([CH:25]=[CH:26][CH:27]=1)[O:15][C:16]1[CH:21]=[CH:20][C:19](B(O)O)=[CH:18][CH:17]=1.[NH2:30][CH2:31][C:32]1([C:45]([OH:47])=[O:46])[CH2:37][CH2:36][N:35]([C:38]([O:40]C(C)(C)C)=O)[CH2:34][CH2:33]1.[C:48](O)(=O)[CH:49]=C. No catalyst specified. The product is [C:38]([N:35]1[CH2:34][CH2:33][C:32]([CH2:31][NH:30][C:7]2[C:2]([C:19]3[CH:20]=[CH:21][C:16]([O:15][C:14]4[CH:25]=[CH:26][CH:27]=[C:12]([C:11]([F:29])([F:28])[F:10])[CH:13]=4)=[CH:17][CH:18]=3)=[C:3]([NH2:9])[N:4]=[CH:5][N:6]=2)([C:45]([OH:47])=[O:46])[CH2:37][CH2:36]1)(=[O:40])[CH:48]=[CH2:49].